The task is: Predict the reactants needed to synthesize the given product.. This data is from Full USPTO retrosynthesis dataset with 1.9M reactions from patents (1976-2016). (1) Given the product [OH:11][N:10]=[C:9]([Cl:17])[C:6]1[CH:7]=[N:8][C:3]([O:2][CH3:1])=[CH:4][CH:5]=1, predict the reactants needed to synthesize it. The reactants are: [CH3:1][O:2][C:3]1[N:8]=[CH:7][C:6]([CH:9]=[N:10][OH:11])=[CH:5][CH:4]=1.C(=O)(O)[O-].[Na+].[ClH:17]. (2) Given the product [CH3:10][C@H:9]([CH2:19][CH:37]([CH3:38])[CH3:29])/[CH:8]=[CH:22]/[CH2:21][CH3:20], predict the reactants needed to synthesize it. The reactants are: C1(P(C2C=CC=CC=2)[C:8]2[CH:22]=[CH:21][CH:20]=[CH:19][C:9]=2[C:10](O[C@@H](/C=C/C)CC)=O)C=CC=CC=1.[CH:29]([Mg]Br)(C)C.C(O[CH2:37][CH3:38])C. (3) Given the product [Br:1][C:2]1[CH:3]=[CH:4][C:5]2[O:10][CH2:9][C:8](=[O:11])[N:7]([CH2:25][O:26][CH3:27])[C:6]=2[CH:12]=1, predict the reactants needed to synthesize it. The reactants are: [Br:1][C:2]1[CH:3]=[CH:4][C:5]2[O:10][CH2:9][C:8](=[O:11])[NH:7][C:6]=2[CH:12]=1.C(N(CC)C(C)C)(C)C.[I-].[Na+].Cl[CH2:25][O:26][CH3:27].